This data is from Catalyst prediction with 721,799 reactions and 888 catalyst types from USPTO. The task is: Predict which catalyst facilitates the given reaction. (1) Reactant: [C:1]([O:9][C@H:10]1[C@@H:16]([O:17][C:18](=[O:25])[C:19]2[CH:24]=[CH:23][CH:22]=[CH:21][CH:20]=2)[C@H:15]([CH2:26][O:27][C:28](=[O:35])[C:29]2[CH:34]=[CH:33][CH:32]=[CH:31][CH:30]=2)[O:14][CH:11]1OC)(=[O:8])[C:2]1[CH:7]=[CH:6][CH:5]=[CH:4][CH:3]=1.C(OC(=O)C)(=O)C.[C:43]([OH:46])(=[O:45])[CH3:44].N1C=CC=CC=1.S(=O)(=O)(O)O. Product: [C:43]([O:46][CH:11]1[O:14][C@@H:15]([CH2:26][O:27][C:28](=[O:35])[C:29]2[CH:34]=[CH:33][CH:32]=[CH:31][CH:30]=2)[C@H:16]([O:17][C:18](=[O:25])[C:19]2[CH:24]=[CH:23][CH:22]=[CH:21][CH:20]=2)[C@@H:10]1[O:9][C:1](=[O:8])[C:2]1[CH:3]=[CH:4][CH:5]=[CH:6][CH:7]=1)(=[O:45])[CH3:44]. The catalyst class is: 6. (2) Product: [C:17]([O:21][C:22]([N:24]1[CH2:28][CH2:29][C:10]([C:7]2[CH:6]=[CH:5][C:4]([O:3][C:2]([F:13])([F:14])[F:1])=[CH:9][CH:8]=2)([C:11]#[N:12])[CH2:26][CH2:25]1)=[O:23])([CH3:20])([CH3:19])[CH3:18]. Reactant: [F:1][C:2]([F:14])([F:13])[O:3][C:4]1[CH:9]=[CH:8][C:7]([CH2:10][C:11]#[N:12])=[CH:6][CH:5]=1.[H-].[Na+].[C:17]([O:21][C:22]([N:24]([CH2:28][CH2:29]Cl)[CH2:25][CH2:26]Cl)=[O:23])([CH3:20])([CH3:19])[CH3:18].N1(C#N)CCCCC1. The catalyst class is: 3. (3) Reactant: C(O[N:6]([CH2:10][C:11]([NH:13][C:14]1[CH:19]=[CH:18][C:17]([CH3:20])=[C:16]([CH:21]2[CH2:26][CH2:25][N:24]([CH2:27][C:28]3[CH:33]=[CH:32][C:31]([S:34][C:35]4[CH:40]=[CH:39][C:38]([O:41][CH3:42])=[CH:37][CH:36]=4)=[CH:30][CH:29]=3)[CH2:23][CH2:22]2)[CH:15]=1)=[O:12])[C:7](C)=O)(C)(C)C.FC(F)(F)C(O)=O. Product: [CH3:42][O:41][C:38]1[CH:39]=[CH:40][C:35]([S:34][C:31]2[CH:30]=[CH:29][C:28]([CH2:27][N:24]3[CH2:25][CH2:26][CH:21]([C:16]4[CH:15]=[C:14]([NH:13][C:11](=[O:12])[CH2:10][NH:6][CH3:7])[CH:19]=[CH:18][C:17]=4[CH3:20])[CH2:22][CH2:23]3)=[CH:33][CH:32]=2)=[CH:36][CH:37]=1. The catalyst class is: 326. (4) Reactant: Br[C:2]1[CH:7]=[CH:6][C:5]([F:8])=[CH:4][N:3]=1.[C:9]([O:13][C:14]([N:16]1[CH2:21][CH2:20][CH:19]([C:22]([O:24][CH2:25][CH3:26])=[O:23])[CH2:18][CH2:17]1)=[O:15])([CH3:12])([CH3:11])[CH3:10].C(P(C(C)(C)C)C(C)(C)C)(C)(C)C.[Li].C[Si]([N-][Si](C)(C)C)(C)C. Product: [CH2:25]([O:24][C:22]([C:19]1([C:2]2[CH:7]=[CH:6][C:5]([F:8])=[CH:4][N:3]=2)[CH2:20][CH2:21][N:16]([C:14]([O:13][C:9]([CH3:10])([CH3:12])[CH3:11])=[O:15])[CH2:17][CH2:18]1)=[O:23])[CH3:26]. The catalyst class is: 11. (5) Reactant: [F:1][C:2]1[CH:11]=[C:10]2[C:5]([C@H:6]([NH:12][C:13]([C@@H:15]3[CH2:20][N:19]4[CH2:21][C@H:22]([O:24][CH2:25][C:26]([F:29])([F:28])[F:27])[CH2:23][C@@H:18]4[CH2:17][N:16]3C(OC(C)(C)C)=O)=[O:14])[CH2:7][CH2:8][O:9]2)=[CH:4][CH:3]=1.C(OCC)(=O)C.Cl.O.C(=O)([O-])O.[Na+]. Product: [F:1][C:2]1[CH:11]=[C:10]2[C:5]([C@H:6]([NH:12][C:13]([C@@H:15]3[CH2:20][N:19]4[CH2:21][C@H:22]([O:24][CH2:25][C:26]([F:27])([F:29])[F:28])[CH2:23][C@@H:18]4[CH2:17][NH:16]3)=[O:14])[CH2:7][CH2:8][O:9]2)=[CH:4][CH:3]=1. The catalyst class is: 13.